Dataset: Reaction yield outcomes from USPTO patents with 853,638 reactions. Task: Predict the reaction yield, written as a fraction of the theoretical maximum amount of product (1.0 means a 100% yield; for example, 0.34 means a 34% yield). The reactants are [NH2:1][C:2]([CH3:6])([CH3:5])[CH2:3][OH:4].[C:7]1(=O)[O:12][C:10](=[O:11])[C:9]2=[CH:13][CH:14]=[CH:15][CH:16]=[C:8]12. No catalyst specified. The product is [OH:4][CH2:3][C:2]([N:1]1[C:10](=[O:11])[C:9]2[C:8](=[CH:16][CH:15]=[CH:14][CH:13]=2)[C:7]1=[O:12])([CH3:6])[CH3:5]. The yield is 0.330.